The task is: Predict the reactants needed to synthesize the given product.. This data is from Full USPTO retrosynthesis dataset with 1.9M reactions from patents (1976-2016). (1) Given the product [OH:51][C:44]1[C:43]([CH2:42][NH:41][C:14](=[O:16])[C:13]2[CH:12]=[CH:11][C:10]([CH:8]([O:1][C:2]3[CH:3]=[CH:4][CH:5]=[CH:6][CH:7]=3)[CH3:9])=[CH:18][CH:17]=2)=[C:48]([CH3:49])[CH:47]=[C:46]([CH3:50])[N:45]=1, predict the reactants needed to synthesize it. The reactants are: [O:1]([CH:8]([C:10]1[CH:18]=[CH:17][C:13]([C:14]([OH:16])=O)=[CH:12][CH:11]=1)[CH3:9])[C:2]1[CH:7]=[CH:6][CH:5]=[CH:4][CH:3]=1.Cl.C(N=C=NCCCN(C)C)C.ON1C2C=CC=CC=2N=N1.[NH2:41][CH2:42][C:43]1[C:44]([OH:51])=[N:45][C:46]([CH3:50])=[CH:47][C:48]=1[CH3:49]. (2) Given the product [CH3:41][N:42]([CH3:47])[CH2:43][C:44]([O:33][C@H:31]([CH3:32])[CH2:30][N:27]1[C:28]([CH3:29])=[C:24]([C:22](=[O:23])[NH:21][C:4]2[CH:5]=[CH:6][C:7]([O:8][C:9]3[C:18]4[C:13](=[CH:14][C:15]([O:19][CH3:20])=[CH:16][CH:17]=4)[N:12]=[CH:11][CH:10]=3)=[C:2]([F:1])[CH:3]=2)[C:25](=[O:40])[N:26]1[C:34]1[CH:35]=[CH:36][CH:37]=[CH:38][CH:39]=1)=[O:45], predict the reactants needed to synthesize it. The reactants are: [F:1][C:2]1[CH:3]=[C:4]([NH:21][C:22]([C:24]2[C:25](=[O:40])[N:26]([C:34]3[CH:39]=[CH:38][CH:37]=[CH:36][CH:35]=3)[N:27]([CH2:30][CH:31]([OH:33])[CH3:32])[C:28]=2[CH3:29])=[O:23])[CH:5]=[CH:6][C:7]=1[O:8][C:9]1[C:18]2[C:13](=[CH:14][C:15]([O:19][CH3:20])=[CH:16][CH:17]=2)[N:12]=[CH:11][CH:10]=1.[CH3:41][N:42]([CH3:47])[CH2:43][C:44](O)=[O:45].CN(C(ON1N=NC2C=CC=NC1=2)=[N+](C)C)C.F[P-](F)(F)(F)(F)F.